Regression. Given a peptide amino acid sequence and an MHC pseudo amino acid sequence, predict their binding affinity value. This is MHC class I binding data. From a dataset of Peptide-MHC class I binding affinity with 185,985 pairs from IEDB/IMGT. (1) The peptide sequence is AYISSEATTPV. The MHC is HLA-B45:01 with pseudo-sequence HLA-B45:01. The binding affinity (normalized) is 0. (2) The peptide sequence is YPACEAIGL. The MHC is HLA-B15:17 with pseudo-sequence HLA-B15:17. The binding affinity (normalized) is 0.0847. (3) The peptide sequence is SHLECRTFF. The MHC is HLA-A24:02 with pseudo-sequence HLA-A24:02. The binding affinity (normalized) is 0.0847. (4) The peptide sequence is YTVPYPNL. The MHC is H-2-Db with pseudo-sequence H-2-Db. The binding affinity (normalized) is 0. (5) The peptide sequence is GYIPLVKYLL. The MHC is H-2-Kd with pseudo-sequence H-2-Kd. The binding affinity (normalized) is 0.288.